This data is from Reaction yield outcomes from USPTO patents with 853,638 reactions. The task is: Predict the reaction yield, written as a fraction of the theoretical maximum amount of product (1.0 means a 100% yield; for example, 0.34 means a 34% yield). The reactants are C(OC(=O)[N:7]([C:17]1[CH:22]=[CH:21][C:20]([C:23]([C:25]2[C:33]3[C:28](=[N:29][CH:30]=[C:31]([Cl:34])[CH:32]=3)[NH:27][CH:26]=2)=[O:24])=[CH:19][N:18]=1)[CH2:8][C:9]1[CH:10]=[N:11][C:12]([O:15][CH3:16])=[CH:13][CH:14]=1)(C)(C)C.FC(F)(F)C(O)=O.C(=O)([O-])[O-].[K+].[K+]. The catalyst is ClCCl. The product is [Cl:34][C:31]1[CH:32]=[C:33]2[C:25]([C:23]([C:20]3[CH:19]=[N:18][C:17]([NH:7][CH2:8][C:9]4[CH:10]=[N:11][C:12]([O:15][CH3:16])=[CH:13][CH:14]=4)=[CH:22][CH:21]=3)=[O:24])=[CH:26][NH:27][C:28]2=[N:29][CH:30]=1. The yield is 0.340.